From a dataset of Full USPTO retrosynthesis dataset with 1.9M reactions from patents (1976-2016). Predict the reactants needed to synthesize the given product. (1) Given the product [Cl:1][C:2]1[N:7]=[CH:6][C:5]([C:8]2[N:15]([C:16]3[CH:21]=[CH:20][C:19]([CH:22]4[CH2:26][CH2:25][CH2:24][CH2:23]4)=[CH:18][CH:17]=3)[C:13](=[O:14])[C:12]3[C:11](=[CH:30][CH:29]=[CH:28][CH:27]=3)[N:10]=2)=[CH:4][CH:3]=1, predict the reactants needed to synthesize it. The reactants are: [Cl:1][C:2]1[N:7]=[CH:6][C:5]([CH:8]=O)=[CH:4][CH:3]=1.[NH2:10][C:11]1[CH:30]=[CH:29][CH:28]=[CH:27][C:12]=1[C:13]([NH:15][C:16]1[CH:21]=[CH:20][C:19]([CH:22]2[CH2:26][CH2:25][CH2:24][CH2:23]2)=[CH:18][CH:17]=1)=[O:14]. (2) Given the product [Cl:19][C:8]1[N:7]([CH3:12])[C:6]2[C:5]([C:13](=[O:16])[CH2:14][CH3:15])=[CH:4][CH:3]=[C:2]([Cl:1])[C:10]=2[N:9]=1, predict the reactants needed to synthesize it. The reactants are: [Cl:1][C:2]1[C:10]2[NH:9][C:8](=O)[N:7]([CH3:12])[C:6]=2[C:5]([C:13](=[O:16])[CH2:14][CH3:15])=[CH:4][CH:3]=1.P(Cl)(Cl)([Cl:19])=O. (3) Given the product [CH3:9][N:7]([CH2:6][C:5]1[CH:10]=[CH:11][C:12]([NH2:13])=[C:3]([O:2][CH3:1])[CH:4]=1)[CH3:8], predict the reactants needed to synthesize it. The reactants are: [CH3:1][O:2][C:3]1[CH:4]=[C:5]([CH:10]=[CH:11][C:12]=1[N+:13]([O-])=O)[CH2:6][N:7]([CH3:9])[CH3:8].[H][H].